Dataset: Full USPTO retrosynthesis dataset with 1.9M reactions from patents (1976-2016). Task: Predict the reactants needed to synthesize the given product. Given the product [CH:16]1([N:9]2[C:10]3=[N:15][CH:14]=[CH:13][N:12]=[C:11]3[N:7]([C@H:5]3[CH2:6][C@H:3]([NH:2][C:21]4[N:30]=[CH:29][C:28]5[C:23](=[CH:24][CH:25]=[CH:26][CH:27]=5)[N:22]=4)[CH2:4]3)[C:8]2=[O:19])[CH2:17][CH2:18]1, predict the reactants needed to synthesize it. The reactants are: Cl.[NH2:2][C@H:3]1[CH2:6][C@H:5]([N:7]2[C:11]3=[N:12][CH:13]=[CH:14][N:15]=[C:10]3[N:9]([CH:16]3[CH2:18][CH2:17]3)[C:8]2=[O:19])[CH2:4]1.Cl[C:21]1[N:30]=[CH:29][C:28]2[C:23](=[CH:24][CH:25]=[CH:26][CH:27]=2)[N:22]=1.C(NC(C)C)(C)C.